From a dataset of Full USPTO retrosynthesis dataset with 1.9M reactions from patents (1976-2016). Predict the reactants needed to synthesize the given product. (1) Given the product [Br:1][C:2]1[CH:3]=[C:4]([CH2:7][NH:8][C:20]([C:16]2[C:15](=[O:23])[N:14]([CH2:13][C:12]3[CH:24]=[CH:25][C:26]([F:27])=[C:10]([F:9])[CH:11]=3)[CH:19]=[CH:18][CH:17]=2)=[O:21])[S:5][CH:6]=1, predict the reactants needed to synthesize it. The reactants are: [Br:1][C:2]1[CH:3]=[C:4]([CH2:7][NH2:8])[S:5][CH:6]=1.[F:9][C:10]1[CH:11]=[C:12]([CH:24]=[CH:25][C:26]=1[F:27])[CH2:13][N:14]1[CH:19]=[CH:18][CH:17]=[C:16]([C:20](O)=[O:21])[C:15]1=[O:23].F[P-](F)(F)(F)(F)F.C[N+](C)=C(N(C)C)ON1C2N=CC=CC=2N=N1.C(N(CC)C(C)C)(C)C.C(O)(=O)CC(CC(O)=O)(C(O)=O)O.C(=O)(O)[O-]. (2) The reactants are: [Cl:1][C:2]1[CH:27]=[CH:26][C:5]([CH2:6][NH:7][C:8]([C:10]2[C:11](=[O:25])[C:12]3[CH:19]=[C:18]([C:20]#[C:21][CH2:22][CH2:23][OH:24])[O:17][C:13]=3[N:14]([CH3:16])[CH:15]=2)=[O:9])=[CH:4][CH:3]=1. Given the product [Cl:1][C:2]1[CH:27]=[CH:26][C:5]([CH2:6][NH:7][C:8]([C:10]2[C:11](=[O:25])[C:12]3[CH:19]=[C:18]([CH2:20][CH2:21][CH2:22][CH2:23][OH:24])[O:17][C:13]=3[N:14]([CH3:16])[CH:15]=2)=[O:9])=[CH:4][CH:3]=1, predict the reactants needed to synthesize it.